Dataset: Catalyst prediction with 721,799 reactions and 888 catalyst types from USPTO. Task: Predict which catalyst facilitates the given reaction. (1) Reactant: [CH:1]1([CH2:4][O:5]C2C=CC(CN3CCC4C(=CC=C(C(=O)C)C=4)C3)=CC=2)CC1.[CH:26]1([CH2:29][O:30][C:31]2[CH:50]=[CH:49][C:34]([CH2:35][N:36]3[CH2:45][CH2:44][C:43]4[C:38](=[CH:39][CH:40]=[C:41]([CH:46]([NH2:48])[CH3:47])[CH:42]=4)[CH2:37]3)=[CH:33][CH:32]=2)[CH2:28][CH2:27]1.C(OC(=O)C)(=O)C. Product: [CH:26]1([CH2:29][O:30][C:31]2[CH:50]=[CH:49][C:34]([CH2:35][N:36]3[CH2:45][CH2:44][C:43]4[C:38](=[CH:39][CH:40]=[C:41]([CH:46]([NH:48][C:4](=[O:5])[CH3:1])[CH3:47])[CH:42]=4)[CH2:37]3)=[CH:33][CH:32]=2)[CH2:28][CH2:27]1. The catalyst class is: 2. (2) Reactant: [OH:1][C:2]1[C:3]([CH3:33])([CH3:32])[C:4]2[C:9]([C:10](=[O:23])[C:11]=1[C:12]([NH:14][CH2:15][C:16]([O:18]C(C)(C)C)=[O:17])=[O:13])=[CH:8][CH:7]=[C:6]([C:24]#[C:25][C:26]1[CH:31]=[CH:30][CH:29]=[CH:28][CH:27]=1)[CH:5]=2. Product: [OH:1][C:2]1[C:3]([CH3:33])([CH3:32])[C:4]2[C:9]([C:10](=[O:23])[C:11]=1[C:12]([NH:14][CH2:15][C:16]([OH:18])=[O:17])=[O:13])=[CH:8][CH:7]=[C:6]([C:24]#[C:25][C:26]1[CH:27]=[CH:28][CH:29]=[CH:30][CH:31]=1)[CH:5]=2. The catalyst class is: 67. (3) Reactant: [CH2:1]([O:8][C@H:9]1[C@H:13]([OH:14])[CH2:12][N:11]([C:15]([O:17][C:18]([CH3:21])([CH3:20])[CH3:19])=[O:16])[CH2:10]1)[C:2]1[CH:7]=[CH:6][CH:5]=[CH:4][CH:3]=1.CC(OI1(OC(C)=O)(OC(C)=O)OC(=O)C2C=CC=CC1=2)=O. Product: [CH2:1]([O:8][CH:9]1[C:13](=[O:14])[CH2:12][N:11]([C:15]([O:17][C:18]([CH3:21])([CH3:20])[CH3:19])=[O:16])[CH2:10]1)[C:2]1[CH:3]=[CH:4][CH:5]=[CH:6][CH:7]=1. The catalyst class is: 2.